Dataset: Full USPTO retrosynthesis dataset with 1.9M reactions from patents (1976-2016). Task: Predict the reactants needed to synthesize the given product. (1) The reactants are: [CH3:1][O:2][C:3]1[CH:4]=[CH:5][C:6]([C:16](=[O:23])[CH:17]([CH3:22])[C:18]([O:20][CH3:21])=[O:19])=[C:7]2[C:12]=1[N:11]=[C:10]([CH:13]([CH3:15])[CH3:14])[CH:9]=[CH:8]2.[H-].[Na+].I[CH3:27].[Cl-].[NH4+]. Given the product [CH3:1][O:2][C:3]1[CH:4]=[CH:5][C:6]([C:16](=[O:23])[C:17]([CH3:27])([CH3:22])[C:18]([O:20][CH3:21])=[O:19])=[C:7]2[C:12]=1[N:11]=[C:10]([CH:13]([CH3:14])[CH3:15])[CH:9]=[CH:8]2, predict the reactants needed to synthesize it. (2) Given the product [F:1][C:2]1[C:3]([NH:40][CH2:48][C:49](=[O:50])[NH:51][CH:52]([CH3:54])[CH3:53])=[C:4]([CH:10]=[C:11]([C:13]2[CH:14]=[C:15]3[C:21]([C:22]4[CH:27]=[CH:26][CH:25]=[CH:24][C:23]=4[O:28][CH3:29])=[CH:20][NH:19][C:16]3=[N:17][CH:18]=2)[CH:12]=1)[C:5]([N:7]([CH3:9])[CH3:8])=[O:6], predict the reactants needed to synthesize it. The reactants are: [F:1][C:2]1[C:3]([NH:40]C(=O)C(F)(F)F)=[C:4]([CH:10]=[C:11]([C:13]2[CH:14]=[C:15]3[C:21]([C:22]4[CH:27]=[CH:26][CH:25]=[CH:24][C:23]=4[O:28][CH3:29])=[CH:20][N:19](S(C4C=CC(C)=CC=4)(=O)=O)[C:16]3=[N:17][CH:18]=2)[CH:12]=1)[C:5]([N:7]([CH3:9])[CH3:8])=[O:6].Br[CH2:48][C:49]([NH:51][CH:52]([CH3:54])[CH3:53])=[O:50].C(=O)([O-])[O-].[K+].[K+].[I-].[Na+]. (3) Given the product [CH3:1][C@@:2]1([CH2:13][N:14]2[CH2:19][CH2:18][N:17]([CH2:20][C:45]3[CH:44]=[CH:43][C:42]([C:39]4[CH:40]=[CH:41][C:36]([C:35]([F:34])([F:50])[F:51])=[CH:37][CH:38]=4)=[CH:47][CH:46]=3)[CH2:16][CH2:15]2)[O:6][C:5]2=[N:7][C:8]([N+:10]([O-:12])=[O:11])=[CH:9][N:4]2[CH2:3]1, predict the reactants needed to synthesize it. The reactants are: [CH3:1][C@@:2]1([CH2:13][N:14]2[CH2:19][CH2:18][N:17]([C:20](OC(C)(C)C)=O)[CH2:16][CH2:15]2)[O:6][C:5]2=[N:7][C:8]([N+:10]([O-:12])=[O:11])=[CH:9][N:4]2[CH2:3]1.FC(F)(F)C(O)=O.[F:34][C:35]([F:51])([F:50])[C:36]1[CH:41]=[CH:40][C:39]([C:42]2[CH:47]=[CH:46][C:45](C=O)=[CH:44][CH:43]=2)=[CH:38][CH:37]=1.[B-]C#N.[Na+].C(O)(=O)C. (4) Given the product [F:1][C:2]1[CH:7]=[C:6]([C:25]2[C:26]([S:31]([CH:34]([CH3:36])[CH3:35])(=[O:32])=[O:33])=[N:27][CH:28]=[CH:29][CH:30]=2)[CH:5]=[CH:4][C:3]=1[C:17]1[N:18]=[CH:19][C:20]([NH2:23])=[N:21][CH:22]=1, predict the reactants needed to synthesize it. The reactants are: [F:1][C:2]1[CH:7]=[C:6](B2OC(C)(C)C(C)(C)O2)[CH:5]=[CH:4][C:3]=1[C:17]1[N:18]=[CH:19][C:20]([NH2:23])=[N:21][CH:22]=1.Br[C:25]1[C:26]([S:31]([CH:34]([CH3:36])[CH3:35])(=[O:33])=[O:32])=[N:27][CH:28]=[CH:29][CH:30]=1. (5) The reactants are: [Si:1]([O:8][CH2:9][CH:10]1[C:15](=[O:16])[CH2:14][CH2:13][N:12]([C:17]([O:19][C:20]([CH3:23])([CH3:22])[CH3:21])=[O:18])[CH2:11]1)([C:4]([CH3:7])([CH3:6])[CH3:5])([CH3:3])[CH3:2].[C:24]1([Mg]Cl)[CH:29]=[CH:28][CH:27]=[CH:26][CH:25]=1. Given the product [Si:1]([O:8][CH2:9][CH:10]1[C:15]([OH:16])([C:24]2[CH:29]=[CH:28][CH:27]=[CH:26][CH:25]=2)[CH2:14][CH2:13][N:12]([C:17]([O:19][C:20]([CH3:23])([CH3:22])[CH3:21])=[O:18])[CH2:11]1)([C:4]([CH3:7])([CH3:6])[CH3:5])([CH3:3])[CH3:2], predict the reactants needed to synthesize it. (6) Given the product [CH2:1]([O:5][C:6]([C:8]1[N:9]=[C:10]([O:26][C:22]2[CH:21]=[N:20][CH:25]=[CH:24][CH:23]=2)[C:11]2[C:16]([C:17]=1[OH:18])=[CH:15][CH:14]=[CH:13][CH:12]=2)=[O:7])[CH2:2][CH2:3][CH3:4], predict the reactants needed to synthesize it. The reactants are: [CH2:1]([O:5][C:6]([C:8]1[N:9]=[C:10](Cl)[C:11]2[C:16]([C:17]=1[OH:18])=[CH:15][CH:14]=[CH:13][CH:12]=2)=[O:7])[CH2:2][CH2:3][CH3:4].[N:20]1[CH:25]=[CH:24][CH:23]=[C:22]([OH:26])[CH:21]=1.